Predict the product of the given reaction. From a dataset of Forward reaction prediction with 1.9M reactions from USPTO patents (1976-2016). (1) Given the reactants [CH3:1][O:2][C:3]([C:5]1[CH:10]=[CH:9][C:8]([C:11]2[CH:16]=[CH:15][C:14]([CH3:17])=[CH:13][C:12]=2[F:18])=[CH:7][N:6]=1)=[O:4].[Br:19]N1C(=O)CCC1=O.N(C(C)(C)C#N)=NC(C)(C)C#N, predict the reaction product. The product is: [CH3:1][O:2][C:3]([C:5]1[CH:10]=[CH:9][C:8]([C:11]2[CH:16]=[CH:15][C:14]([CH2:17][Br:19])=[CH:13][C:12]=2[F:18])=[CH:7][N:6]=1)=[O:4]. (2) Given the reactants Cl[C:2]1[C:3]2[C:4](=[CH:20][N:21](CC3C=CC(OC)=CC=3)[N:22]=2)[N:5]=[C:6]([C:8]2[CH:13]=[CH:12][CH:11]=[C:10]([S:14]([F:19])([F:18])([F:17])([F:16])[F:15])[CH:9]=2)[N:7]=1.[O:32]1[CH2:37][CH2:36][N:35]([C:38]2[CH:44]=[CH:43][C:41]([NH2:42])=[CH:40][CH:39]=2)[CH2:34][CH2:33]1.Cl, predict the reaction product. The product is: [F:16][S:14]([F:19])([F:17])([F:15])([F:18])[C:10]1[CH:9]=[C:8]([C:6]2[N:7]=[C:2]([NH:42][C:41]3[CH:40]=[CH:39][C:38]([N:35]4[CH2:36][CH2:37][O:32][CH2:33][CH2:34]4)=[CH:44][CH:43]=3)[C:3]3[NH:22][N:21]=[CH:20][C:4]=3[N:5]=2)[CH:13]=[CH:12][CH:11]=1. (3) Given the reactants Cl.[C:2]([S:5][CH2:6][C:7]1[CH2:13][CH2:12][O:11][C:10]2[CH:14]=[CH:15][C:16]([Br:18])=[CH:17][C:9]=2[C:8]=1[CH3:19])(=[NH:4])[NH2:3].OS(C(F)(F)F)(=O)=O.[OH-].[Na+].C([O-])(O)=O.[Na+], predict the reaction product. The product is: [Br:18][C:16]1[CH:15]=[CH:14][C:10]2[O:11][CH2:12][CH2:13][C@@H:7]3[CH2:6][S:5][C:2]([NH2:3])=[N:4][C@:8]3([CH3:19])[C:9]=2[CH:17]=1. (4) Given the reactants [CH3:1][O:2][C:3]1[CH:4]=[C:5]([N:12]2[CH2:17][CH2:16][C:15](=O)[CH2:14][CH2:13]2)[CH:6]=[CH:7][C:8]=1[N+:9]([O-:11])=[O:10].[CH3:19][N:20]1[CH2:25][CH2:24][NH:23][CH2:22][CH2:21]1.C(O[BH-](OC(=O)C)OC(=O)C)(=O)C.[Na+].[OH-].[Na+], predict the reaction product. The product is: [CH3:1][O:2][C:3]1[CH:4]=[C:5]([N:12]2[CH2:17][CH2:16][CH:15]([N:23]3[CH2:24][CH2:25][N:20]([CH3:19])[CH2:21][CH2:22]3)[CH2:14][CH2:13]2)[CH:6]=[CH:7][C:8]=1[N+:9]([O-:11])=[O:10]. (5) Given the reactants [OH:1][CH:2]1[CH2:7][CH2:6][NH:5][CH2:4][CH2:3]1.C(OC([N:15]([C@H:17]([CH2:21][C:22]1[CH:27]=[CH:26][CH:25]=[CH:24][CH:23]=1)[C:18]([OH:20])=O)[CH3:16])=O)(C)(C)C.C(O[C:33]([N:35]([C@H:37]([CH2:41][C:42]1[CH:51]=[CH:50][C:49]2[C:44](=[CH:45][CH:46]=[CH:47][CH:48]=2)[CH:43]=1)[C:38]([OH:40])=O)[CH3:36])=[O:34])(C)(C)C.C(OC([NH:59][C:60]([CH3:69])([CH3:68])[CH2:61]/[C:62](/[CH3:67])=[CH:63]/C(O)=O)=O)(C)(C)C, predict the reaction product. The product is: [CH2:21]([C@@H:17]([N:15]([CH3:16])[C:38]([C@H:37]([N:35]([CH3:36])[C:33](=[O:34])/[CH:63]=[C:62](\[CH3:67])/[CH2:61][C:60]([NH2:59])([CH3:69])[CH3:68])[CH2:41][C:42]1[CH:51]=[CH:50][C:49]2[C:44](=[CH:45][CH:46]=[CH:47][CH:48]=2)[CH:43]=1)=[O:40])[C:18]([N:5]1[CH2:6][CH2:7][CH:2]([OH:1])[CH2:3][CH2:4]1)=[O:20])[C:22]1[CH:23]=[CH:24][CH:25]=[CH:26][CH:27]=1. (6) Given the reactants Cl.[NH2:2][C@H:3]([C:5]1[C:6](=[O:16])[NH:7][C:8]2[C:13]([CH:14]=1)=[CH:12][C:11]([Cl:15])=[CH:10][CH:9]=2)[CH3:4].Cl[C:18]1[N:23]=[C:22]([N:24]([CH:32]([CH3:34])[CH3:33])[S:25]([CH2:28][CH:29]([CH3:31])[CH3:30])(=[O:27])=[O:26])[CH:21]=[CH:20][N:19]=1.CCN(C(C)C)C(C)C.O, predict the reaction product. The product is: [Cl:15][C:11]1[CH:12]=[C:13]2[C:8](=[CH:9][CH:10]=1)[NH:7][C:6](=[O:16])[C:5]([C@@H:3]([NH:2][C:18]1[N:23]=[C:22]([N:24]([CH:32]([CH3:34])[CH3:33])[S:25]([CH2:28][CH:29]([CH3:30])[CH3:31])(=[O:26])=[O:27])[CH:21]=[CH:20][N:19]=1)[CH3:4])=[CH:14]2. (7) Given the reactants N1C2C(=CC=CC=2)CC1=O.BrC1C=C2C(CC(=O)N2)=CC=1.[H-].[Na+].[C:24]([O:31][CH3:32])(=[O:30])[CH2:25][C:26]([O:28][CH3:29])=[O:27].Br[C:34]1[CH:39]=[CH:38][C:37]([Br:40])=[CH:36][C:35]=1[N+:41]([O-:43])=[O:42].[Cl-].[NH4+], predict the reaction product. The product is: [Br:40][C:37]1[CH:38]=[CH:39][C:34]([CH:25]([C:24]([O:31][CH3:32])=[O:30])[C:26]([O:28][CH3:29])=[O:27])=[C:35]([N+:41]([O-:43])=[O:42])[CH:36]=1. (8) Given the reactants [Br:1]N1C(=O)CCC1=O.[F:9][C:10]([F:19])([F:18])[C:11]1[C:12]([NH2:17])=[N:13][CH:14]=[CH:15][CH:16]=1, predict the reaction product. The product is: [Br:1][C:15]1[CH:16]=[C:11]([C:10]([F:9])([F:18])[F:19])[C:12]([NH2:17])=[N:13][CH:14]=1.